From a dataset of Catalyst prediction with 721,799 reactions and 888 catalyst types from USPTO. Predict which catalyst facilitates the given reaction. (1) Reactant: N1C=[CH:4][N:3]=[N:2]1.[CH2:6]([N:8](CC)CC)C.[CH3:13][N:14]([CH3:19])[S:15](Cl)(=[O:17])=[O:16]. Product: [CH3:13][N:14]([CH3:19])[S:15]([N:3]1[CH:4]=[N:8][CH:6]=[N:2]1)(=[O:17])=[O:16]. The catalyst class is: 11. (2) Reactant: [Li]CCCC.C(NC(C)C)(C)C.[C:13]1([CH2:19][CH2:20][CH2:21][C:22]([O:24][CH3:25])=[O:23])[CH:18]=[CH:17][CH:16]=[CH:15][CH:14]=1.C[Si](C)(C)Cl.C1C=CC(S(N(S(C2C=CC=CC=2)(=O)=O)[F:41])(=O)=O)=CC=1. Product: [CH3:25][O:24][C:22](=[O:23])[CH:21]([F:41])[CH2:20][CH2:19][C:13]1[CH:18]=[CH:17][CH:16]=[CH:15][CH:14]=1. The catalyst class is: 76. (3) Reactant: [OH:1][CH2:2][CH2:3][C:4]1[CH:11]=[CH:10][C:7]([C:8]#[N:9])=[CH:6][CH:5]=1.Cl. Product: [NH2:9][CH2:8][C:7]1[CH:10]=[CH:11][C:4]([CH2:3][CH2:2][OH:1])=[CH:5][CH:6]=1. The catalyst class is: 19.